This data is from Forward reaction prediction with 1.9M reactions from USPTO patents (1976-2016). The task is: Predict the product of the given reaction. (1) Given the reactants [Na:1].C1OC1.[C:5]([OH:10])(=[O:9])[C:6]([CH3:8])=[CH2:7].[CH2:11]=[CH:12][C:13]1[CH:18]=[CH:17][CH:16]=[CH:15][CH:14]=1.[CH:19]([C:21]1[CH:26]=[CH:25][CH:24]=[CH:23][C:22]=1[CH:27]=[CH2:28])=[CH2:20].[C:29]([OH:34])(=[O:33])[C:30]([CH3:32])=[CH2:31].[C:35]([O:39][CH2:40][CH2:41][CH2:42][CH3:43])(=[O:38])[CH:36]=[CH2:37].[S:44]([O:48][O:47][S:44]([O-:48])(=[O:46])=[O:45])([O-:47])(=[O:46])=[O:45].[NH4+].[NH4+], predict the reaction product. The product is: [CH:11]([CH2:7][C:6](=[CH2:8])[C:5]([OH:10])=[O:9])=[CH:12][C:13]1[CH:18]=[CH:17][CH:16]=[CH:15][CH:14]=1.[C:35]([O:39][CH2:40][CH2:41][CH2:42][CH3:43])(=[O:38])[CH:36]=[CH2:37].[Na:1].[C:29]([OH:34])(=[O:33])[C:30]([CH3:32])=[CH2:31].[S:44]([O-:48])([O-:47])(=[O:46])=[O:45].[CH:19]([C:21]1[CH:26]=[CH:25][CH:24]=[CH:23][C:22]=1[CH:27]=[CH2:28])=[CH2:20]. (2) Given the reactants COC1[CH:4]=[C:5]([CH2:9][CH2:10]C(O)=O)[CH:6]=CC=1.[CH3:14][O:15][C:16]1[CH:17]=[C:18]([CH2:22][CH2:23][C:24]([C:26]2[C:32]([OH:33])=[CH:31][C:30]([OH:34])=[CH:29][C:27]=2[OH:28])=[O:25])[CH:19]=[CH:20][CH:21]=1, predict the reaction product. The product is: [OH:28][C:27]1[C:29]([CH2:16][CH2:17][CH:18]([CH3:22])[CH3:19])=[C:30]([OH:34])[C:31]([CH2:10][CH2:9][CH:5]([CH3:4])[CH3:6])([CH2:23][CH2:24][CH:26]([CH3:32])[CH3:27])[C:32](=[O:33])[C:26]=1[C:24](=[O:25])[CH2:23][CH2:22][C:18]1[CH:19]=[CH:20][CH:21]=[C:16]([O:15][CH3:14])[CH:17]=1.